The task is: Predict the reactants needed to synthesize the given product.. This data is from Full USPTO retrosynthesis dataset with 1.9M reactions from patents (1976-2016). (1) Given the product [F:1][C:2]([F:7])([F:6])[C:3]([O-:5])=[O:4].[C:41]([NH:36][CH2:35][CH2:34][NH+:30]1[CH2:31][CH2:32][CH2:33][N:27]([C:25](=[O:26])[C:24]2[CH:37]=[C:20]([CH2:19][C:14]3[N:13]4[C:9]([Cl:8])=[C:10]([Cl:39])[CH:11]=[C:12]4[C:17](=[O:18])[NH:16][CH:15]=3)[CH:21]=[CH:22][C:23]=2[F:38])[CH2:28][CH2:29]1)(=[O:42])[CH3:40], predict the reactants needed to synthesize it. The reactants are: [F:1][C:2]([F:7])([F:6])[C:3]([O-:5])=[O:4].[Cl:8][C:9]1[N:13]2[C:14]([CH2:19][C:20]3[CH:21]=[CH:22][C:23]([F:38])=[C:24]([CH:37]=3)[C:25]([N:27]3[CH2:33][CH2:32][CH2:31][N:30]([CH2:34][CH2:35][NH3+:36])[CH2:29][CH2:28]3)=[O:26])=[CH:15][NH:16][C:17](=[O:18])[C:12]2=[CH:11][C:10]=1[Cl:39].[CH3:40][C:41](OC(C)=O)=[O:42]. (2) Given the product [CH2:1]([O:8][C:9]1[C:17]2[O:16][C:15]([C:18]3[N:19]=[C:20]4[N:24]([CH:25]=3)[N:23]=[C:22]([O:39][CH3:38])[S:21]4)=[CH:14][C:13]=2[CH:12]=[C:11]([O:27][CH3:28])[CH:10]=1)[C:2]1[CH:7]=[CH:6][CH:5]=[CH:4][CH:3]=1, predict the reactants needed to synthesize it. The reactants are: [CH2:1]([O:8][C:9]1[C:17]2[O:16][C:15]([C:18]3[N:19]=[C:20]4[N:24]([CH:25]=3)[N:23]=[C:22](Br)[S:21]4)=[CH:14][C:13]=2[CH:12]=[C:11]([O:27][CH3:28])[CH:10]=1)[C:2]1[CH:7]=[CH:6][CH:5]=[CH:4][CH:3]=1.ClCCl.CO.C[O-].[Na+].Cl.[C:38]([O-])(O)=[O:39].[Na+].